From a dataset of Forward reaction prediction with 1.9M reactions from USPTO patents (1976-2016). Predict the product of the given reaction. (1) The product is: [Cl:30][C:26]1[CH:25]=[C:24]([NH:23][C:2]2[N:3]=[CH:4][C:5]([C:18]3[CH:19]=[N:14][CH:15]=[N:16][CH:17]=3)=[C:6]3[C:11]=2[N:10]=[C:9]([CH3:12])[CH:8]=[CH:7]3)[CH:29]=[CH:28][N:27]=1. Given the reactants Cl[C:2]1[N:3]=[CH:4][C:5](I)=[C:6]2[C:11]=1[N:10]=[C:9]([CH3:12])[CH:8]=[CH:7]2.[N:14]1[CH:19]=[C:18](B(O)O)[CH:17]=[N:16][CH:15]=1.[NH2:23][C:24]1[CH:29]=[CH:28][N:27]=[C:26]([Cl:30])[CH:25]=1, predict the reaction product. (2) Given the reactants [C:1]([O:5][C:6](=[O:44])[NH:7][CH2:8][CH2:9][CH2:10][CH2:11][C:12]([N:14]1[CH2:19][CH2:18][N:17]([C:20](=[O:43])[C:21]2[CH:26]=[CH:25][C:24]([NH:27][C:28]3[N:33]=[C:32]([CH:34]4[CH2:39][CH2:38][NH:37][CH2:36][CH2:35]4)[CH:31]=[CH:30][C:29]=3[C:40](=[O:42])[NH2:41])=[CH:23][CH:22]=2)[CH2:16][CH2:15]1)=[O:13])([CH3:4])([CH3:3])[CH3:2].CCN(C(C)C)C(C)C.[C:54](Cl)(=[O:57])[CH:55]=[CH2:56], predict the reaction product. The product is: [C:1]([O:5][C:6](=[O:44])[NH:7][CH2:8][CH2:9][CH2:10][CH2:11][C:12]([N:14]1[CH2:19][CH2:18][N:17]([C:20](=[O:43])[C:21]2[CH:22]=[CH:23][C:24]([NH:27][C:28]3[N:33]=[C:32]([CH:34]4[CH2:39][CH2:38][N:37]([C:54](=[O:57])[CH:55]=[CH2:56])[CH2:36][CH2:35]4)[CH:31]=[CH:30][C:29]=3[C:40](=[O:42])[NH2:41])=[CH:25][CH:26]=2)[CH2:16][CH2:15]1)=[O:13])([CH3:4])([CH3:2])[CH3:3]. (3) The product is: [C:1]([C:3]1[CH:4]=[CH:5][C:6]2[N:10]=[C:9]([CH2:11][NH:12][C:13]3[CH:18]=[CH:17][CH:16]=[CH:15][C:14]=3/[CH:19]=[CH:20]/[C:21]([NH:39][OH:40])=[O:22])[NH:8][C:7]=2[CH:24]=1)#[N:2]. Given the reactants [C:1]([C:3]1[CH:4]=[CH:5][C:6]2[N:10]=[C:9]([CH2:11][NH:12][C:13]3[CH:18]=[CH:17][CH:16]=[CH:15][C:14]=3/[CH:19]=[CH:20]/[C:21](O)=[O:22])[NH:8][C:7]=2[CH:24]=1)#[N:2].CN1CCOCC1.ClC(OC(C)C)=O.[NH2:39][OH:40].Cl, predict the reaction product. (4) Given the reactants [Br:1][C:2]1[CH:7]=[CH:6][N:5]=[C:4](Cl)[CH:3]=1.[NH:9]1[CH2:15][CH2:14][CH2:13][NH:12][CH2:11][CH2:10]1.[OH-:16].[Na+].[C:18](#[N:20])C, predict the reaction product. The product is: [Br:1][C:2]1[CH:7]=[CH:6][N:5]=[C:4]([N:9]2[CH2:15][CH2:14][CH2:13][N:12]([C:18]([NH2:20])=[O:16])[CH2:11][CH2:10]2)[CH:3]=1. (5) The product is: [CH2:1]([O:5][C:6]1[CH:10]=[C:9](/[CH:11]=[CH:12]/[C:13]([OH:15])=[O:14])[N:8]([CH2:18][C:19]2[CH:24]=[CH:23][C:22]([C:25]([F:28])([F:27])[F:26])=[CH:21][C:20]=2[Cl:29])[N:7]=1)[CH2:2][CH2:3][CH3:4]. Given the reactants [CH2:1]([O:5][C:6]1[CH:10]=[C:9](/[CH:11]=[CH:12]/[C:13]([O:15]CC)=[O:14])[N:8]([CH2:18][C:19]2[CH:24]=[CH:23][C:22]([C:25]([F:28])([F:27])[F:26])=[CH:21][C:20]=2[Cl:29])[N:7]=1)[CH2:2][CH2:3][CH3:4].[OH-].[Na+].O1CCCC1, predict the reaction product. (6) Given the reactants [CH:1]1([C:4]2[O:8][C:7]([C:9]3[CH:14]=[CH:13][C:12]([CH:15]([O:22][CH3:23])[C:16](N(OC)C)=[O:17])=[CH:11][CH:10]=3)=[N:6][N:5]=2)[CH2:3][CH2:2]1.[Br:24][C:25]1[C:30]([O:31][CH3:32])=[CH:29][C:28]([C:33]2[O:34][CH:35]=[CH:36][CH:37]=2)=[CH:27][C:26]=1[O:38][CH3:39], predict the reaction product. The product is: [Br:24][C:25]1[C:26]([O:38][CH3:39])=[CH:27][C:28]([C:33]2[O:34][C:35]([C:16](=[O:17])[CH:15]([C:12]3[CH:11]=[CH:10][C:9]([C:7]4[O:8][C:4]([CH:1]5[CH2:2][CH2:3]5)=[N:5][N:6]=4)=[CH:14][CH:13]=3)[O:22][CH3:23])=[CH:36][CH:37]=2)=[CH:29][C:30]=1[O:31][CH3:32].